This data is from Reaction yield outcomes from USPTO patents with 853,638 reactions. The task is: Predict the reaction yield, written as a fraction of the theoretical maximum amount of product (1.0 means a 100% yield; for example, 0.34 means a 34% yield). (1) The reactants are [C:1]1([C:7]([C:15]2[CH:20]=[CH:19][CH:18]=[CH:17][CH:16]=2)([C:9]2[CH:14]=[CH:13][CH:12]=[CH:11][CH:10]=2)O)[CH:6]=[CH:5][CH:4]=[CH:3][CH:2]=1.N[C:22]1[CH:27]=[CH:26][CH:25]=[CH:24][CH:23]=1.Cl. The catalyst is C(O)(=O)C. The product is [C:1]1([C:7]([C:22]2[CH:27]=[CH:26][CH:25]=[CH:24][CH:23]=2)([C:15]2[CH:20]=[CH:19][CH:18]=[CH:17][CH:16]=2)[C:9]2[CH:14]=[CH:13][CH:12]=[CH:11][CH:10]=2)[CH:6]=[CH:5][CH:4]=[CH:3][CH:2]=1. The yield is 0.900. (2) The reactants are [NH2:1][C:2]1[N:3]=[CH:4][C:5]2[CH2:11][N:10]([C:12]3[CH:13]=[C:14]([CH:18]=[CH:19][CH:20]=3)[C:15](O)=[O:16])[CH2:9][CH2:8][C:6]=2[N:7]=1.C(N(CC)C(C)C)(C)C.CN(C(ON1N=NC2C=CC=CC1=2)=[N+](C)C)C.F[P-](F)(F)(F)(F)F.[C:54]([C:58]1[CH:64]=[CH:63][C:61]([NH2:62])=[CH:60][CH:59]=1)([CH3:57])([CH3:56])[CH3:55]. The catalyst is CN(C=O)C. The product is [NH2:1][C:2]1[N:3]=[CH:4][C:5]2[CH2:11][N:10]([C:12]3[CH:13]=[C:14]([CH:18]=[CH:19][CH:20]=3)[C:15]([NH:62][C:61]3[CH:63]=[CH:64][C:58]([C:54]([CH3:57])([CH3:56])[CH3:55])=[CH:59][CH:60]=3)=[O:16])[CH2:9][CH2:8][C:6]=2[N:7]=1. The yield is 0.810. (3) The yield is 0.890. The product is [F:1][C:2]1[C:7]([O:8][CH3:9])=[CH:6][C:5]([O:10][CH3:11])=[C:4]([F:12])[C:3]=1[N:13]1[CH2:22][C:21]2[C:16](=[N:17][C:18]([NH:29][CH:30]3[CH2:35][CH2:34][CH:33]([OH:36])[CH2:32][CH2:31]3)=[N:19][CH:20]=2)[N:15]([CH2:26][CH3:27])[C:14]1=[O:28]. No catalyst specified. The reactants are [F:1][C:2]1[C:7]([O:8][CH3:9])=[CH:6][C:5]([O:10][CH3:11])=[C:4]([F:12])[C:3]=1[N:13]1[CH2:22][C:21]2[C:16](=[N:17][C:18](S(C)=O)=[N:19][CH:20]=2)[N:15]([CH2:26][CH3:27])[C:14]1=[O:28].[NH2:29][C@H:30]1[CH2:35][CH2:34][C@H:33]([OH:36])[CH2:32][CH2:31]1. (4) The reactants are [CH2:1](O)[CH2:2][C:3]#[C:4][CH2:5][CH2:6][CH2:7][CH2:8][CH2:9][CH3:10].C1(P(C2C=CC=CC=2)C2C=CC=CC=2)C=CC=CC=1.C1C(=O)N([Br:38])C(=O)C1. The catalyst is CN(C=O)C. The product is [Br:38][CH2:1][CH2:2][C:3]#[C:4][CH2:5][CH2:6][CH2:7][CH2:8][CH2:9][CH3:10]. The yield is 0.720. (5) The reactants are C(OP([CH2:9][C:10]([O:12][CH2:13][CH3:14])=[O:11])(OCC)=O)C.[H-].[Na+].[CH:17]([CH:19]1[CH2:23][CH2:22][N:21](C(OCC2C=CC=CC=2)=O)[CH2:20]1)=O.O. The catalyst is O1CCCC1. The product is [NH:21]1[CH2:22][CH2:23][CH:19]([CH2:17][CH2:9][C:10]([O:12][CH2:13][CH3:14])=[O:11])[CH2:20]1. The yield is 0.730. (6) The yield is 0.800. The product is [Cl:12][C:4]1[CH:3]=[C:2]([N:16]2[CH2:17][CH2:18][CH:14]([OH:13])[CH2:15]2)[CH:7]=[C:6]([C:8]([F:11])([F:10])[F:9])[CH:5]=1. The catalyst is C1(C)C=CC=CC=1.C([O-])(=O)C.[Pd+2].C([O-])(=O)C.O. The reactants are Br[C:2]1[CH:7]=[C:6]([C:8]([F:11])([F:10])[F:9])[CH:5]=[C:4]([Cl:12])[CH:3]=1.[OH:13][CH:14]1[CH2:18][CH2:17][NH:16][CH2:15]1.C1(P(C2C=CC=CC=2)C2C=CC3C(=CC=CC=3)C=2C2C3C(=CC=CC=3)C=CC=2P(C2C=CC=CC=2)C2C=CC=CC=2)C=CC=CC=1.C(=O)([O-])[O-].[Cs+].[Cs+]. (7) The reactants are C(Cl)(=O)C(Cl)=O.[C:7]1([C:13]2[N:18]=[CH:17][C:16]([C:19]([OH:21])=O)=[CH:15][N:14]=2)[CH:12]=[CH:11][CH:10]=[CH:9][CH:8]=1.[NH2:22][N:23]1[C:31]2[C:26](=[CH:27][CH:28]=[CH:29][CH:30]=2)[CH2:25][CH2:24]1.C(N(CC)CC)C. The catalyst is C(Cl)Cl. The product is [N:23]1([NH:22][C:19]([C:16]2[CH:17]=[N:18][C:13]([C:7]3[CH:8]=[CH:9][CH:10]=[CH:11][CH:12]=3)=[N:14][CH:15]=2)=[O:21])[C:31]2[C:26](=[CH:27][CH:28]=[CH:29][CH:30]=2)[CH2:25][CH2:24]1. The yield is 0.310. (8) The reactants are [Br:1][C:2]1[C:3](C(O)=O)=[N:4][C:5]([CH2:8][CH3:9])=[N:6][CH:7]=1. The catalyst is C1(C)C(C)=CC=CC=1. The product is [Br:1][C:2]1[CH:3]=[N:4][C:5]([CH2:8][CH3:9])=[N:6][CH:7]=1. The yield is 0.380. (9) The reactants are C[O:2][C:3](=[O:34])[C@@H:4]([NH:9][C:10]([C:12]1[O:16][N:15]=[C:14]([C:17]2[CH:22]=[CH:21][C:20]([NH:23][C:24]([NH:26][C:27]3[CH:32]=[CH:31][C:30]([F:33])=[CH:29][CH:28]=3)=[O:25])=[CH:19][CH:18]=2)[CH:13]=1)=[O:11])[CH2:5][CH:6]([CH3:8])[CH3:7].[K+].[Br-]. No catalyst specified. The product is [F:33][C:30]1[CH:29]=[CH:28][C:27]([NH:26][C:24](=[O:25])[NH:23][C:20]2[CH:19]=[CH:18][C:17]([C:14]3[CH:13]=[C:12]([C:10]([NH:9][C@@H:4]([CH2:5][CH:6]([CH3:7])[CH3:8])[C:3]([OH:34])=[O:2])=[O:11])[O:16][N:15]=3)=[CH:22][CH:21]=2)=[CH:32][CH:31]=1. The yield is 0.580.